From a dataset of Full USPTO retrosynthesis dataset with 1.9M reactions from patents (1976-2016). Predict the reactants needed to synthesize the given product. (1) Given the product [CH2:38]([O:37][C:35]([C:33]1[CH:32]=[CH:31][CH:30]=[C:29]([O:15][CH2:14][CH:13]([N:12]2[C:11]3[CH:22]=[C:23]([F:27])[C:24]([F:26])=[CH:25][C:10]=3[N:9]=[C:8]2[C:5]2[CH:6]=[CH:7][C:2]([Cl:1])=[CH:3][CH:4]=2)[CH:16]2[CH2:17][CH2:18][CH2:19][CH2:20][CH2:21]2)[N:34]=1)=[O:36])[CH3:39], predict the reactants needed to synthesize it. The reactants are: [Cl:1][C:2]1[CH:7]=[CH:6][C:5]([C:8]2[N:12]([CH:13]([CH:16]3[CH2:21][CH2:20][CH2:19][CH2:18][CH2:17]3)[CH2:14][OH:15])[C:11]3[CH:22]=[C:23]([F:27])[C:24]([F:26])=[CH:25][C:10]=3[N:9]=2)=[CH:4][CH:3]=1.Br[C:29]1[N:34]=[C:33]([C:35]([O:37][CH2:38][CH3:39])=[O:36])[CH:32]=[CH:31][CH:30]=1. (2) Given the product [CH2:11]([NH:15][C:2]1[CH:7]=[CH:6][N:5]2[N:8]=[CH:9][CH:10]=[C:4]2[N:3]=1)[CH2:12][CH2:13][CH3:14], predict the reactants needed to synthesize it. The reactants are: Cl[C:2]1[CH:7]=[CH:6][N:5]2[N:8]=[CH:9][CH:10]=[C:4]2[N:3]=1.[CH2:11]([NH2:15])[CH2:12][CH2:13][CH3:14]. (3) Given the product [CH3:31][C:29]1[NH:28][N:27]=[C:26]([NH:25][C:2]2[CH:7]=[C:6]([CH3:8])[N:5]=[C:4]([N:9]3[CH2:13][CH2:12][CH2:11][CH:10]3[C:14]3[O:18][N:17]=[C:16]([C:19]4[CH:24]=[CH:23][CH:22]=[CH:21][N:20]=4)[CH:15]=3)[N:3]=2)[CH:30]=1, predict the reactants needed to synthesize it. The reactants are: O[C:2]1[CH:7]=[C:6]([CH3:8])[N:5]=[C:4]([N:9]2[CH2:13][CH2:12][CH2:11][CH:10]2[C:14]2[O:18][N:17]=[C:16]([C:19]3[CH:24]=[CH:23][CH:22]=[CH:21][N:20]=3)[CH:15]=2)[N:3]=1.[NH2:25][C:26]1[CH:30]=[C:29]([CH3:31])[NH:28][N:27]=1.